This data is from Catalyst prediction with 721,799 reactions and 888 catalyst types from USPTO. The task is: Predict which catalyst facilitates the given reaction. (1) Reactant: [CH2:1]([C:9]1[C:14]([CH:15]=[CH:16][C:17]([O:19]C)=[O:18])=[CH:13][CH:12]=[C:11]([C:21]([F:24])([F:23])[F:22])[N:10]=1)[CH2:2][C:3]1[CH:8]=[CH:7][CH:6]=[CH:5][CH:4]=1.[Li+].[OH-]. Product: [CH2:1]([C:9]1[C:14]([CH:15]=[CH:16][C:17]([OH:19])=[O:18])=[CH:13][CH:12]=[C:11]([C:21]([F:23])([F:22])[F:24])[N:10]=1)[CH2:2][C:3]1[CH:4]=[CH:5][CH:6]=[CH:7][CH:8]=1. The catalyst class is: 20. (2) Reactant: [F:1][C:2]([F:13])([F:12])[C:3]1[CH:4]=[C:5]2[C:9](=[CH:10][CH:11]=1)[NH:8][CH:7]=[CH:6]2.[C:14](Cl)(=[O:18])[C:15](Cl)=[O:16].C(Cl)Cl.[CH3:23][O-:24].[Na+].CO. Product: [F:13][C:2]([F:1])([F:12])[C:3]1[CH:4]=[C:5]2[C:9](=[CH:10][CH:11]=1)[NH:8][CH:7]=[C:6]2[C:14](=[O:18])[C:15]([O:24][CH3:23])=[O:16]. The catalyst class is: 27. (3) Reactant: [CH2:1]([N:8]1C[C@@H]2[C@H]([NH:8][CH2:1][C:2]3[C:7](C)=[CH:6][CH:5]=[CH:4][C:3]=32)C1)[C:2]1[CH:7]=[CH:6][CH:5]=[CH:4][CH:3]=1.C(N(CC)CC)C.C(Cl)(=[O:36])C1C=CC=CC=1. Product: [C:1]([NH2:8])(=[O:36])[C:2]1[CH:7]=[CH:6][CH:5]=[CH:4][CH:3]=1. The catalyst class is: 2. (4) Reactant: [S:1]1[C:5]2[CH:6]=[CH:7][CH:8]=[CH:9][C:4]=2[N:3]=[C:2]1[C:10]#[C:11][C:12]1[N:13]=[C:14]2[C:19]([N:20]3[CH2:25][CH2:24][O:23][CH2:22][CH2:21]3)=[N:18][CH:17]=[C:16]([C:26]3[CH:38]=[CH:37][C:29]([C:30]([O:32]C(C)(C)C)=[O:31])=[CH:28][CH:27]=3)[N:15]2[CH:39]=1.C(O)(C(F)(F)F)=O.O. Product: [S:1]1[C:5]2[CH:6]=[CH:7][CH:8]=[CH:9][C:4]=2[N:3]=[C:2]1[C:10]#[C:11][C:12]1[N:13]=[C:14]2[C:19]([N:20]3[CH2:25][CH2:24][O:23][CH2:22][CH2:21]3)=[N:18][CH:17]=[C:16]([C:26]3[CH:38]=[CH:37][C:29]([C:30]([OH:32])=[O:31])=[CH:28][CH:27]=3)[N:15]2[CH:39]=1. The catalyst class is: 4. (5) Reactant: S(Cl)([Cl:3])=O.O[CH2:6][C:7]1[N:11]([C:12]2[CH:13]=[CH:14][C:15]([C:20]([F:23])([F:22])[F:21])=[C:16]([CH:19]=2)[C:17]#[N:18])[N:10]=[N:9][N:8]=1. Product: [Cl:3][CH2:6][C:7]1[N:11]([C:12]2[CH:13]=[CH:14][C:15]([C:20]([F:23])([F:22])[F:21])=[C:16]([CH:19]=2)[C:17]#[N:18])[N:10]=[N:9][N:8]=1. The catalyst class is: 260. (6) Reactant: [F:1][C:2]1[CH:7]=[CH:6][C:5]([OH:8])=[C:4]([I:9])[CH:3]=1.C(=O)([O-])[O-].[K+].[K+].[Br:16][CH2:17][CH2:18][CH2:19]Br. Product: [Br:16][CH2:17][CH2:18][CH2:19][O:8][C:5]1[CH:6]=[CH:7][C:2]([F:1])=[CH:3][C:4]=1[I:9]. The catalyst class is: 21.